This data is from Catalyst prediction with 721,799 reactions and 888 catalyst types from USPTO. The task is: Predict which catalyst facilitates the given reaction. (1) Reactant: [NH:1]1[C:9]2[C:4](=[CH:5][CH:6]=[C:7]([CH2:10][NH2:11])[CH:8]=2)[CH:3]=[CH:2]1.[CH3:12][O:13][C:14](=[O:32])[C:15]1[CH:20]=[CH:19][C:18]([C:21](ON2C(=O)CCC2=O)=[O:22])=[CH:17][C:16]=1[Cl:31]. Product: [CH3:12][O:13][C:14](=[O:32])[C:15]1[CH:20]=[CH:19][C:18]([C:21]([NH:11][CH2:10][C:7]2[CH:8]=[C:9]3[C:4]([CH:3]=[CH:2][NH:1]3)=[CH:5][CH:6]=2)=[O:22])=[CH:17][C:16]=1[Cl:31]. The catalyst class is: 9. (2) The catalyst class is: 10. Product: [CH2:12]([NH+:13]([CH:17]([CH3:19])[CH3:18])[CH:14]([CH3:16])[CH3:15])[CH3:11].[OH:3][C:2]1[CH:8]2[CH2:9][CH:5]([CH2:6][CH2:7]2)[C:4](=[O:10])[CH:1]=1. Reactant: [CH2:1]=[C:2]1[CH:8]2[CH2:9][CH:5]([CH2:6][CH2:7]2)[C:4](=[O:10])[O:3]1.[CH3:11][CH2:12][N:13]([CH:17]([CH3:19])[CH3:18])[CH:14]([CH3:16])[CH3:15].[C-]#N.[K+].